This data is from Reaction yield outcomes from USPTO patents with 853,638 reactions. The task is: Predict the reaction yield, written as a fraction of the theoretical maximum amount of product (1.0 means a 100% yield; for example, 0.34 means a 34% yield). (1) The product is [NH2:1][C:4]1[CH:8]=[CH:7][N:6]([CH2:9][C@H:10]([OH:13])[CH2:11][OH:12])[N:5]=1. The catalyst is [Pd].C(O)C. The yield is 0.880. The reactants are [N+:1]([C:4]1[CH:8]=[CH:7][N:6]([CH2:9][C@H:10]([OH:13])[CH2:11][OH:12])[N:5]=1)([O-])=O.[H][H]. (2) The reactants are C(NC(C)C)(C)C.C([Li])CCC.[CH3:13][CH:14]([CH3:20])[C:15]([O:17][CH2:18][CH3:19])=[O:16].Br[CH2:22][C:23]1[CH:28]=[CH:27][C:26]([Cl:29])=[CH:25][CH:24]=1. The catalyst is C1COCC1.CCCCCC. The product is [Cl:29][C:26]1[CH:27]=[CH:28][C:23]([CH2:22][C:14]([CH3:20])([CH3:13])[C:15]([O:17][CH2:18][CH3:19])=[O:16])=[CH:24][CH:25]=1. The yield is 0.870. (3) The reactants are [Si:1](Cl)([C:4]([CH3:7])([CH3:6])[CH3:5])([CH3:3])[CH3:2].N1C=CN=C1.[O:14]=[C:15]1[NH:19][N:18]=[C:17]([C:20]([O:22][CH2:23][CH3:24])=[O:21])[CH2:16]1. The catalyst is C(#N)C.O. The product is [Si:1]([O:14][C:15]1[NH:19][N:18]=[C:17]([C:20]([O:22][CH2:23][CH3:24])=[O:21])[CH:16]=1)([C:4]([CH3:7])([CH3:6])[CH3:5])([CH3:3])[CH3:2]. The yield is 0.440. (4) The reactants are [CH3:1][O:2][C:3]1[C:4]([O:16][CH2:17][CH2:18][O:19][CH3:20])=[CH:5][C:6]([N+:13]([O-])=O)=[C:7]([CH:12]=1)[C:8]([O:10][CH3:11])=[O:9].[H][H]. The catalyst is CCOC(C)=O.[Pd]. The product is [NH2:13][C:6]1[CH:5]=[C:4]([O:16][CH2:17][CH2:18][O:19][CH3:20])[C:3]([O:2][CH3:1])=[CH:12][C:7]=1[C:8]([O:10][CH3:11])=[O:9]. The yield is 0.950. (5) The reactants are Cl[C:2]1[CH:7]=[C:6]([C:8]2[CH:13]=[C:12]([Cl:14])[CH:11]=[CH:10][C:9]=2[O:15][CH2:16][CH3:17])[N:5]=[C:4]([NH2:18])[N:3]=1.[Cl:19][C:20]1[CH:26]=[CH:25][CH:24]=[CH:23][C:21]=1[NH2:22]. No catalyst specified. The product is [Cl:14][C:12]1[CH:11]=[CH:10][C:9]([O:15][CH2:16][CH3:17])=[C:8]([C:6]2[N:5]=[C:4]([NH2:18])[N:3]=[C:2]([NH:22][C:21]3[CH:23]=[CH:24][CH:25]=[CH:26][C:20]=3[Cl:19])[CH:7]=2)[CH:13]=1. The yield is 0.310. (6) The reactants are Cl.[Br:2][C:3]1[CH:4]=[C:5]([CH2:10][NH2:11])[CH:6]=[CH:7][C:8]=1[F:9].[C:12](OC(=O)C)(=[O:14])[CH3:13]. The catalyst is N1C=CC=CC=1. The product is [Br:2][C:3]1[CH:4]=[C:5]([CH:6]=[CH:7][C:8]=1[F:9])[CH2:10][NH:11][C:12](=[O:14])[CH3:13]. The yield is 0.850. (7) The reactants are C(O[C:4](=[O:22])[CH2:5][C:6]1[NH:10][C:9]2[CH:11]=[C:12]([N:15]3[CH2:20][CH2:19][N:18]([CH3:21])[CH2:17][CH2:16]3)[CH:13]=[CH:14][C:8]=2[N:7]=1)C.[NH2:23][C:24]1[CH:31]=[CH:30][CH:29]=[C:28]([F:32])[C:25]=1[C:26]#[N:27].C[Si]([N-][Si](C)(C)C)(C)C.[K+].[K]. The catalyst is C1COCC1. The product is [NH2:27][C:26]1[C:25]2[C:24](=[CH:31][CH:30]=[CH:29][C:28]=2[F:32])[NH:23][C:4](=[O:22])[C:5]=1[C:6]1[NH:10][C:9]2[CH:11]=[C:12]([N:15]3[CH2:16][CH2:17][N:18]([CH3:21])[CH2:19][CH2:20]3)[CH:13]=[CH:14][C:8]=2[N:7]=1. The yield is 0.479. (8) The reactants are [NH:1]1[CH2:7][CH2:6][CH2:5][C@H:2]1[CH2:3][OH:4].[CH2:8]([CH:10]1O[CH2:11]1)[Cl:9]. No catalyst specified. The product is [Cl:9][CH2:8][C@@H:10]1[O:4][CH2:3][C@@H:2]2[CH2:5][CH2:6][CH2:7][N:1]2[CH2:11]1. The yield is 0.150. (9) The reactants are [C:1]([C:3]1[C:4]2[N:5]([C:9]([C:12]3[CH:13]=[C:14]([NH:22][C:23]([NH:25][CH2:26][C:27]([F:30])([F:29])[F:28])=[O:24])[CH:15]=[C:16]([O:18][CH:19]([CH3:21])[CH3:20])[CH:17]=3)=[CH:10][N:11]=2)[CH:6]=[CH:7][CH:8]=1)#[N:2].CO. The catalyst is N.[Pd]. The product is [NH2:2][CH2:1][C:3]1[C:4]2[N:5]([C:9]([C:12]3[CH:13]=[C:14]([NH:22][C:23]([NH:25][CH2:26][C:27]([F:29])([F:30])[F:28])=[O:24])[CH:15]=[C:16]([O:18][CH:19]([CH3:21])[CH3:20])[CH:17]=3)=[CH:10][N:11]=2)[CH:6]=[CH:7][CH:8]=1. The yield is 0.860.